From a dataset of Catalyst prediction with 721,799 reactions and 888 catalyst types from USPTO. Predict which catalyst facilitates the given reaction. (1) Reactant: [Cl:1][C:2]1[CH:3]=[C:4]([CH:22]=[C:23]([C:25]([F:28])([F:27])[F:26])[CH:24]=1)[CH2:5][O:6][C:7]([N:9]1[CH2:15][CH2:14][CH2:13][N:12]2[N:16]=[C:17]([C:19](O)=O)[CH:18]=[C:11]2[CH2:10]1)=[O:8].[Si](C=[N+]=[N-])(C)(C)[CH3:30].[ClH:36].[OH-:37].[Na+]. The catalyst class is: 309. Product: [Cl:36][CH2:30][C:19]([C:17]1[CH:18]=[C:11]2[CH2:10][N:9]([C:7]([O:6][CH2:5][C:4]3[CH:22]=[C:23]([C:25]([F:28])([F:27])[F:26])[CH:24]=[C:2]([Cl:1])[CH:3]=3)=[O:8])[CH2:15][CH2:14][CH2:13][N:12]2[N:16]=1)=[O:37]. (2) Reactant: [O:1]1CCCO[CH:2]1[C:7]1[CH:8]=[C:9]([NH:13][C:14]([C:16]2[CH:17]=[C:18]([C:23]3[CH:28]=[CH:27][CH:26]=[CH:25][CH:24]=3)[CH:19]=[CH:20][C:21]=2[F:22])=[NH:15])[CH:10]=[CH:11][CH:12]=1.Cl.C([O-])(O)=O.[Na+]. Product: [F:22][C:21]1[CH:20]=[CH:19][C:18]([C:23]2[CH:24]=[CH:25][CH:26]=[CH:27][CH:28]=2)=[CH:17][C:16]=1[C:14]([NH:13][C:9]1[CH:10]=[CH:11][CH:12]=[C:7]([CH:2]=[O:1])[CH:8]=1)=[NH:15]. The catalyst class is: 1. (3) Reactant: O.[NH2:2][NH2:3].[CH2:4]([O:6][C:7](=[O:24])[C:8](=O)[CH2:9][C:10](=O)[CH2:11][CH2:12][CH:13]1[CH:18]([CH3:19])[CH2:17][CH2:16][CH2:15][C:14]1([CH3:21])[CH3:20])[CH3:5]. Product: [CH2:4]([O:6][C:7]([C:8]1[CH:9]=[C:10]([CH2:11][CH2:12][CH:13]2[CH:18]([CH3:19])[CH2:17][CH2:16][CH2:15][C:14]2([CH3:21])[CH3:20])[NH:3][N:2]=1)=[O:24])[CH3:5]. The catalyst class is: 14. (4) Reactant: [F:1][C:2]1[C:11]2[CH:12]([CH2:14][N:15]3[CH2:20][CH2:19][CH:18]([NH:21]C(=O)OC(C)(C)C)[CH2:17][CH2:16]3)[CH2:13][N:9]3[C:10]=2[C:5]([CH:6]=[CH:7][C:8]3=[O:29])=[CH:4][CH:3]=1. Product: [NH2:21][CH:18]1[CH2:19][CH2:20][N:15]([CH2:14][CH:12]2[C:11]3=[C:10]4[C:5](=[CH:4][CH:3]=[C:2]3[F:1])[CH:6]=[CH:7][C:8](=[O:29])[N:9]4[CH2:13]2)[CH2:16][CH2:17]1. The catalyst class is: 281. (5) Reactant: [CH3:1][O:2][C:3]1[CH:33]=[C:32]([O:34][CH3:35])[CH:31]=[CH:30][C:4]=1[CH2:5][NH:6][C:7]1[CH:8]=[C:9]2[C:13](=[CH:14][C:15]=1[N+:16]([O-])=O)[CH2:12][N:11]([CH2:19][C:20]1[CH:25]=[CH:24][C:23]([O:26][CH3:27])=[CH:22][C:21]=1[O:28][CH3:29])[CH2:10]2.S(S([O-])=O)([O-])=O.[Na+].[Na+].[OH-].[NH4+].[OH-].[Na+].[Cl-].[Na+]. Product: [CH3:1][O:2][C:3]1[CH:33]=[C:32]([O:34][CH3:35])[CH:31]=[CH:30][C:4]=1[CH2:5][NH:6][C:7]1[CH:8]=[C:9]2[C:13](=[CH:14][C:15]=1[NH2:16])[CH2:12][N:11]([CH2:19][C:20]1[CH:25]=[CH:24][C:23]([O:26][CH3:27])=[CH:22][C:21]=1[O:28][CH3:29])[CH2:10]2. The catalyst class is: 132. (6) Reactant: [Cl:1][C:2]1[CH:3]=[CH:4][C:5]([O:32][CH3:33])=[C:6]([NH:8][C:9](=[O:31])[CH2:10][N:11]2[C:15]3[CH2:16][N:17](C(OC(C)(C)C)=O)[CH2:18][CH2:19][C:14]=3[C:13]([C:27]([F:30])([F:29])[F:28])=[N:12]2)[CH:7]=1.FC(F)(F)C(O)=O. Product: [Cl:1][C:2]1[CH:3]=[CH:4][C:5]([O:32][CH3:33])=[C:6]([NH:8][C:9](=[O:31])[CH2:10][N:11]2[C:15]3[CH2:16][NH:17][CH2:18][CH2:19][C:14]=3[C:13]([C:27]([F:30])([F:29])[F:28])=[N:12]2)[CH:7]=1. The catalyst class is: 2.